From a dataset of Forward reaction prediction with 1.9M reactions from USPTO patents (1976-2016). Predict the product of the given reaction. Given the reactants C1(P(C2C=CC=CC=2)C2C=CC=CC=2)C=CC=CC=1.N(C(OC(C)C)=O)=NC(OC(C)C)=O.[N:34]1([CH2:39][CH2:40][OH:41])[CH2:38][CH2:37][CH2:36][CH2:35]1.[CH3:42][O:43][C:44]1[CH:49]=[C:48]([C:50]2[CH:51]=[C:52]3[C:58]([C:59]4[CH:64]=[CH:63][CH:62]=[CH:61][C:60]=4[O:65][CH3:66])=[CH:57][NH:56][C:53]3=[N:54][CH:55]=2)[CH:47]=[CH:46][C:45]=1O, predict the reaction product. The product is: [CH3:66][O:65][C:60]1[CH:61]=[CH:62][CH:63]=[CH:64][C:59]=1[C:58]1[C:52]2[C:53](=[N:54][CH:55]=[C:50]([C:48]3[CH:47]=[CH:46][C:45]([O:41][CH2:40][CH2:39][N:34]4[CH2:38][CH2:37][CH2:36][CH2:35]4)=[C:44]([O:43][CH3:42])[CH:49]=3)[CH:51]=2)[NH:56][CH:57]=1.